This data is from M1 muscarinic receptor agonist screen with 61,833 compounds. The task is: Binary Classification. Given a drug SMILES string, predict its activity (active/inactive) in a high-throughput screening assay against a specified biological target. The drug is S1C=2N(C(C(=C(N2)C)C(OC(C)C)=O)c2cc(OCC)c(OC(=O)C)cc2)C(=O)CC1. The result is 0 (inactive).